This data is from Catalyst prediction with 721,799 reactions and 888 catalyst types from USPTO. The task is: Predict which catalyst facilitates the given reaction. (1) Reactant: [Br:1][C:2]1[CH:3]=[C:4]([CH:8]([OH:13])[C:9]([F:12])([F:11])[F:10])[CH:5]=[N:6][CH:7]=1.[C:14](OC(=O)C)(=[O:16])[CH3:15]. Product: [C:14]([O:13][CH:8]([C:4]1[CH:5]=[N:6][CH:7]=[C:2]([Br:1])[CH:3]=1)[C:9]([F:10])([F:11])[F:12])(=[O:16])[CH3:15]. The catalyst class is: 17. (2) Product: [F:27][C:8]1[CH:9]=[C:10]([N:13]2[CH2:18][C@@H:17]3[CH2:19][C@H:14]2[CH2:15][N:16]3[C:20]([O:22][C:23]([CH3:24])([CH3:25])[CH3:26])=[O:21])[CH:11]=[CH:12][C:7]=1[C:5]1[N:41]2[N:40]=[C:39]([C:44]3[CH:49]=[CH:48][N:47]=[CH:46][CH:45]=3)[C:38]([C:33]3[CH:34]=[CH:35][CH:36]=[C:37]4[C:32]=3[CH:31]=[N:30][NH:29]4)=[C:42]2[N:43]=[CH:3][CH:4]=1. Reactant: CN(C)/[CH:3]=[CH:4]/[C:5]([C:7]1[CH:12]=[CH:11][C:10]([N:13]2[CH2:18][C@@H:17]3[CH2:19][C@H:14]2[CH2:15][N:16]3[C:20]([O:22][C:23]([CH3:26])([CH3:25])[CH3:24])=[O:21])=[CH:9][C:8]=1[F:27])=O.[NH:29]1[C:37]2[C:32](=[C:33]([C:38]3[C:39]([C:44]4[CH:49]=[CH:48][N:47]=[CH:46][CH:45]=4)=[N:40][NH:41][C:42]=3[NH2:43])[CH:34]=[CH:35][CH:36]=2)[CH:31]=[N:30]1.FC(F)(F)C(O)=O. The catalyst class is: 8.